This data is from Full USPTO retrosynthesis dataset with 1.9M reactions from patents (1976-2016). The task is: Predict the reactants needed to synthesize the given product. (1) Given the product [C:20]1([CH:19]2[CH2:27][CH:18]2[C:15]2[CH:16]=[CH:17][C:12]3[O:11][CH2:10][C:9](=[O:26])[NH:8][C:13]=3[CH:14]=2)[CH:21]=[CH:22][CH:23]=[CH:24][CH:25]=1, predict the reactants needed to synthesize it. The reactants are: C(OC([N:8]1[C:13]2[CH:14]=[C:15]([CH:18]=[CH:19][C:20]3[CH:25]=[CH:24][CH:23]=[CH:22][CH:21]=3)[CH:16]=[CH:17][C:12]=2[O:11][CH2:10][C:9]1=[O:26])=O)(C)(C)C.[CH2:27]([Zn]CC)C.ClCI.FC(F)(F)C(O)=O. (2) Given the product [C:8]([C:10]1[CH:11]=[CH:12][C:13]([CH2:16][NH:17][CH:21]2[CH2:20][CH2:19]2)=[CH:14][CH:15]=1)#[CH:7], predict the reactants needed to synthesize it. The reactants are: FC1C=C(C(N)=O)C2O[C:8]([C:10]3[CH:15]=[CH:14][C:13]([CH2:16][N:17]4[CH2:21][CH2:20][CH2:19]C4)=[CH:12][CH:11]=3)=[CH:7]C=2C=1.C(C1C=CC(C=O)=CC=1)#C.C1(N)CC1. (3) Given the product [OH:1][C@@H:2]([C@H:4]1[C:25](=[O:26])[N:6]2[C:7]([C:12]([O:14][CH2:15][C:16]3[CH:17]=[CH:18][C:19]([N+:22]([O-:24])=[O:23])=[CH:20][CH:21]=3)=[O:13])=[C:8]([C:50]3[S:49][C:48]4=[C:44]([S:43][C@H:40]5[CH2:41][CH2:42][N:38]([C:36]([O:35][CH2:34][C:33]6[CH:65]=[CH:66][C:30]([N+:27]([O-:29])=[O:28])=[CH:31][CH:32]=6)=[O:37])[CH2:39]5)[N:45]=[CH:46][N:47]4[CH:51]=3)[C@H:9]([CH3:10])[C@H:5]12)[CH3:3], predict the reactants needed to synthesize it. The reactants are: [OH:1][C@@H:2]([C@H:4]1[C:25](=[O:26])[N:6]2[C@@H:7]([C:12]([O:14][CH2:15][C:16]3[CH:21]=[CH:20][C:19]([N+:22]([O-:24])=[O:23])=[CH:18][CH:17]=3)=[O:13])[C:8](=O)[C@H:9]([CH3:10])[C@H:5]12)[CH3:3].[N+:27]([C:30]1[CH:66]=[CH:65][C:33]([CH2:34][O:35][C:36]([N:38]2[CH2:42][CH2:41][C@H:40]([S:43][C:44]3[N:45]=[CH:46][N:47]4[CH:51]=[C:50]([Sn](CCCC)(CCCC)CCCC)[S:49][C:48]=34)[CH2:39]2)=[O:37])=[CH:32][CH:31]=1)([O-:29])=[O:28].